Dataset: Full USPTO retrosynthesis dataset with 1.9M reactions from patents (1976-2016). Task: Predict the reactants needed to synthesize the given product. Given the product [Cl:35][C:28]1[CH:27]=[CH:26][C:25]([B:15]2[O:16][C:17]([CH3:22])([CH3:23])[C:18]([CH3:20])([CH3:21])[O:19]2)=[CH:30][C:29]=1[C:31]([F:32])([F:33])[F:34], predict the reactants needed to synthesize it. The reactants are: CC([O-])=O.[K+].[B:15]1([B:15]2[O:19][C:18]([CH3:21])([CH3:20])[C:17]([CH3:23])([CH3:22])[O:16]2)[O:19][C:18]([CH3:21])([CH3:20])[C:17]([CH3:23])([CH3:22])[O:16]1.Br[C:25]1[CH:26]=[CH:27][C:28]([Cl:35])=[C:29]([C:31]([F:34])([F:33])[F:32])[CH:30]=1.CCOC(C)=O.